This data is from Retrosynthesis with 50K atom-mapped reactions and 10 reaction types from USPTO. The task is: Predict the reactants needed to synthesize the given product. (1) Given the product CC(=O)OC[C@H]1O[C@@H](OC(C)=O)[C@H](NC(=O)CC2CC2)[C@@H](OC(C)=O)[C@@H]1OC(C)=O, predict the reactants needed to synthesize it. The reactants are: CC(=O)OC[C@H]1O[C@@H](OC(C)=O)[C@H](N)[C@@H](OC(C)=O)[C@@H]1OC(C)=O.O=C(O)CC1CC1. (2) Given the product C[C@@H]1CC[C@@H](C(=O)O)CN1C(=O)c1ccc(F)cc1-n1nccn1, predict the reactants needed to synthesize it. The reactants are: COC(=O)[C@@H]1CC[C@@H](C)N(C(=O)c2ccc(F)cc2-n2nccn2)C1.